Task: Predict which catalyst facilitates the given reaction.. Dataset: Catalyst prediction with 721,799 reactions and 888 catalyst types from USPTO (1) Reactant: [CH3:1][O:2][C:3]([C:5]1[S:6][CH:7]=[CH:8][C:9]=1[NH:10][CH:11]([C:15]1[CH:16]=[N:17][C:18]([O:21][CH3:22])=[CH:19][CH:20]=1)[C:12]([OH:14])=[O:13])=[O:4].C(=NC1CCCCC1)=NC1CCCCC1.N1(O)C2C=CC=CC=2N=N1.[N:48]12[CH2:55][CH2:54][CH:51]([CH2:52][CH2:53]1)[C@@H:50](O)[CH2:49]2. Product: [CH3:22][O:21][C:18]1[N:17]=[CH:16][C:15]([C@@H:11]([NH:10][C:9]2[CH:8]=[CH:7][S:6][C:5]=2[C:3]([O:2][CH3:1])=[O:4])[C:12](=[O:14])[O:13][CH:50]2[CH:51]3[CH2:54][CH2:55][N:48]([CH2:53][CH2:52]3)[CH2:49]2)=[CH:20][CH:19]=1. The catalyst class is: 1. (2) Reactant: [Cl:1][C:2]1[C:7]([O:8][C:9]2[CH:10]=[CH:11][C:12]([C:15]([NH2:17])=[O:16])=[N:13][CH:14]=2)=[C:6]([F:18])[C:5]([C@@H:19]([CH:27]2[CH2:29][CH2:28]2)[NH:20][S@@](C(C)(C)C)=O)=[CH:4][CH:3]=1.Cl. Product: [ClH:1].[NH2:20][C@H:19]([CH:27]1[CH2:29][CH2:28]1)[C:5]1[C:6]([F:18])=[C:7]([C:2]([Cl:1])=[CH:3][CH:4]=1)[O:8][C:9]1[CH:10]=[CH:11][C:12]([C:15]([NH2:17])=[O:16])=[N:13][CH:14]=1. The catalyst class is: 25.